Dataset: NCI-60 drug combinations with 297,098 pairs across 59 cell lines. Task: Regression. Given two drug SMILES strings and cell line genomic features, predict the synergy score measuring deviation from expected non-interaction effect. (1) Drug 1: CC1=C(C=C(C=C1)C(=O)NC2=CC(=CC(=C2)C(F)(F)F)N3C=C(N=C3)C)NC4=NC=CC(=N4)C5=CN=CC=C5. Drug 2: C1CN1C2=NC(=NC(=N2)N3CC3)N4CC4. Cell line: RXF 393. Synergy scores: CSS=10.2, Synergy_ZIP=-4.00, Synergy_Bliss=-3.24, Synergy_Loewe=-6.05, Synergy_HSA=-2.31. (2) Drug 1: CC1=C2C(C(=O)C3(C(CC4C(C3C(C(C2(C)C)(CC1OC(=O)C(C(C5=CC=CC=C5)NC(=O)OC(C)(C)C)O)O)OC(=O)C6=CC=CC=C6)(CO4)OC(=O)C)OC)C)OC. Drug 2: C1C(C(OC1N2C=C(C(=O)NC2=O)F)CO)O. Cell line: SW-620. Synergy scores: CSS=58.4, Synergy_ZIP=-2.91, Synergy_Bliss=-3.27, Synergy_Loewe=6.31, Synergy_HSA=7.93. (3) Drug 1: CS(=O)(=O)C1=CC(=C(C=C1)C(=O)NC2=CC(=C(C=C2)Cl)C3=CC=CC=N3)Cl. Drug 2: CC1=C(C=C(C=C1)C(=O)NC2=CC(=CC(=C2)C(F)(F)F)N3C=C(N=C3)C)NC4=NC=CC(=N4)C5=CN=CC=C5. Cell line: TK-10. Synergy scores: CSS=13.5, Synergy_ZIP=-0.0843, Synergy_Bliss=2.19, Synergy_Loewe=-0.874, Synergy_HSA=1.52. (4) Cell line: SF-539. Drug 2: CCCCCOC(=O)NC1=NC(=O)N(C=C1F)C2C(C(C(O2)C)O)O. Drug 1: C1C(C(OC1N2C=NC3=C(N=C(N=C32)Cl)N)CO)O. Synergy scores: CSS=3.25, Synergy_ZIP=-4.01, Synergy_Bliss=-5.24, Synergy_Loewe=-3.61, Synergy_HSA=-2.97. (5) Drug 1: COC1=C(C=C2C(=C1)N=CN=C2NC3=CC(=C(C=C3)F)Cl)OCCCN4CCOCC4. Cell line: SK-OV-3. Drug 2: C1CN(CCN1C(=O)CCBr)C(=O)CCBr. Synergy scores: CSS=48.6, Synergy_ZIP=-3.06, Synergy_Bliss=1.12, Synergy_Loewe=-14.3, Synergy_HSA=2.31. (6) Drug 1: C1CCN(CC1)CCOC2=CC=C(C=C2)C(=O)C3=C(SC4=C3C=CC(=C4)O)C5=CC=C(C=C5)O. Drug 2: C1=CC=C(C=C1)NC(=O)CCCCCCC(=O)NO. Cell line: MALME-3M. Synergy scores: CSS=28.9, Synergy_ZIP=-8.82, Synergy_Bliss=-4.00, Synergy_Loewe=-18.2, Synergy_HSA=-5.30. (7) Drug 1: CCC(=C(C1=CC=CC=C1)C2=CC=C(C=C2)OCCN(C)C)C3=CC=CC=C3.C(C(=O)O)C(CC(=O)O)(C(=O)O)O. Drug 2: COCCOC1=C(C=C2C(=C1)C(=NC=N2)NC3=CC=CC(=C3)C#C)OCCOC.Cl. Cell line: SF-295. Synergy scores: CSS=4.30, Synergy_ZIP=-0.744, Synergy_Bliss=0.0651, Synergy_Loewe=-0.323, Synergy_HSA=0.500. (8) Drug 1: CC12CCC3C(C1CCC2O)C(CC4=C3C=CC(=C4)O)CCCCCCCCCS(=O)CCCC(C(F)(F)F)(F)F. Drug 2: CN(CC1=CN=C2C(=N1)C(=NC(=N2)N)N)C3=CC=C(C=C3)C(=O)NC(CCC(=O)O)C(=O)O. Cell line: TK-10. Synergy scores: CSS=19.9, Synergy_ZIP=-0.0197, Synergy_Bliss=0.249, Synergy_Loewe=-34.7, Synergy_HSA=0.241. (9) Drug 1: CC1=C(C=C(C=C1)NC2=NC=CC(=N2)N(C)C3=CC4=NN(C(=C4C=C3)C)C)S(=O)(=O)N.Cl. Drug 2: C1CNP(=O)(OC1)N(CCCl)CCCl. Synergy scores: CSS=-2.24, Synergy_ZIP=2.06, Synergy_Bliss=2.63, Synergy_Loewe=-0.101, Synergy_HSA=-0.330. Cell line: MCF7. (10) Drug 2: CCN(CC)CCCC(C)NC1=C2C=C(C=CC2=NC3=C1C=CC(=C3)Cl)OC. Cell line: MDA-MB-231. Drug 1: CC1=C(N=C(N=C1N)C(CC(=O)N)NCC(C(=O)N)N)C(=O)NC(C(C2=CN=CN2)OC3C(C(C(C(O3)CO)O)O)OC4C(C(C(C(O4)CO)O)OC(=O)N)O)C(=O)NC(C)C(C(C)C(=O)NC(C(C)O)C(=O)NCCC5=NC(=CS5)C6=NC(=CS6)C(=O)NCCC[S+](C)C)O. Synergy scores: CSS=21.0, Synergy_ZIP=-5.08, Synergy_Bliss=-1.05, Synergy_Loewe=-0.408, Synergy_HSA=1.50.